Dataset: Full USPTO retrosynthesis dataset with 1.9M reactions from patents (1976-2016). Task: Predict the reactants needed to synthesize the given product. Given the product [C:1]([O:5][C:6]([NH:8][C@@H:9]([CH:13]([CH3:15])[CH3:14])[C:10]([O:12][CH2:25][CH2:24][O:23][C:21]1[CH:22]=[C:17]([F:16])[C:18]([N:28]2[CH2:33][CH2:32][N:31]([C:34]3[N:39]=[C:38]4[N:40]([CH3:43])[N:41]=[CH:42][C:37]4=[C:36]([OH:44])[N:35]=3)[CH2:30][CH2:29]2)=[C:19]([F:27])[CH:20]=1)=[O:11])=[O:7])([CH3:4])([CH3:3])[CH3:2], predict the reactants needed to synthesize it. The reactants are: [C:1]([O:5][C:6]([NH:8][C@@H:9]([CH:13]([CH3:15])[CH3:14])[C:10]([OH:12])=[O:11])=[O:7])([CH3:4])([CH3:3])[CH3:2].[F:16][C:17]1[CH:22]=[C:21]([O:23][CH2:24][CH2:25]O)[CH:20]=[C:19]([F:27])[C:18]=1[N:28]1[CH2:33][CH2:32][N:31]([C:34]2[N:39]=[C:38]3[N:40]([CH3:43])[N:41]=[CH:42][C:37]3=[C:36]([OH:44])[N:35]=2)[CH2:30][CH2:29]1.CCN=C=NCCCN(C)C.Cl.CCN(C(C)C)C(C)C.